Dataset: Full USPTO retrosynthesis dataset with 1.9M reactions from patents (1976-2016). Task: Predict the reactants needed to synthesize the given product. (1) The reactants are: C[Si]([N-][Si](C)(C)C)(C)C.[Li+].[Br:11][C:12]1[CH:17]=[CH:16][C:15]([CH2:18][C:19]([O:21][C:22]([CH3:25])([CH3:24])[CH3:23])=[O:20])=[CH:14][CH:13]=1.[CH2:26]([O:33][C:34](=[O:37])[CH2:35]Br)[C:27]1[CH:32]=[CH:31][CH:30]=[CH:29][CH:28]=1.[Cl-].[NH4+]. Given the product [Br:11][C:12]1[CH:13]=[CH:14][C:15]([CH:18]([CH2:35][C:34]([O:33][CH2:26][C:27]2[CH:32]=[CH:31][CH:30]=[CH:29][CH:28]=2)=[O:37])[C:19]([O:21][C:22]([CH3:25])([CH3:24])[CH3:23])=[O:20])=[CH:16][CH:17]=1, predict the reactants needed to synthesize it. (2) Given the product [C:33]([N:1]1[CH2:6][CH2:5][CH2:4][CH:3]([NH:7][C:8]([C:10]2[C:14]3[N:15]=[CH:16][N:17]=[C:18]([C:19]4[C:27]5[O:26][CH2:25][O:24][C:23]=5[CH:22]=[CH:21][C:20]=4[O:28][CH2:29][CH2:30][CH2:31][CH3:32])[C:13]=3[NH:12][CH:11]=2)=[O:9])[CH2:2]1)(=[O:36])[CH2:34][CH3:35], predict the reactants needed to synthesize it. The reactants are: [NH:1]1[CH2:6][CH2:5][CH2:4][CH:3]([NH:7][C:8]([C:10]2[C:14]3[N:15]=[CH:16][N:17]=[C:18]([C:19]4[C:27]5[O:26][CH2:25][O:24][C:23]=5[CH:22]=[CH:21][C:20]=4[O:28][CH2:29][CH2:30][CH2:31][CH3:32])[C:13]=3[NH:12][CH:11]=2)=[O:9])[CH2:2]1.[C:33](Cl)(=[O:36])[CH2:34][CH3:35]. (3) Given the product [Cl:21][C:19]1[CH:18]=[CH:17][C:13]2[N:14]=[CH:15][N:16]=[C:11]([O:7][CH:4]3[CH2:5][CH2:6][O:1][CH2:2][CH2:3]3)[C:12]=2[N:20]=1, predict the reactants needed to synthesize it. The reactants are: [O:1]1[CH2:6][CH2:5][CH:4]([OH:7])[CH2:3][CH2:2]1.[H-].[Na+].Cl[C:11]1[C:12]2[N:20]=[C:19]([Cl:21])[CH:18]=[CH:17][C:13]=2[N:14]=[CH:15][N:16]=1. (4) Given the product [ClH:1].[CH3:8][O:9][CH2:10][CH:11]1[CH2:16][CH2:15][NH:14][CH2:13][CH2:12]1, predict the reactants needed to synthesize it. The reactants are: [ClH:1].O1CCOCC1.[CH3:8][O:9][CH2:10][CH:11]1[CH2:16][CH2:15][N:14](C(OC(C)(C)C)=O)[CH2:13][CH2:12]1. (5) Given the product [F:1][C:2]([F:7])([F:6])[C:3]([OH:5])=[O:4].[CH3:113][N:114]([CH3:118])[C:115](=[O:116])[NH:8][CH:9]1[CH2:14][CH2:13][CH:12]([NH:15][C:16]([C:18]2[N:26]=[C:25]3[C:21]([N:22]=[CH:23][N:24]3[C@@H:27]3[CH2:31][C@H:30]([N:32]4[CH:36]=[C:35]([CH2:37][OH:38])[CH:34]=[N:33]4)[CH:29]([OH:39])[CH:28]3[OH:40])=[C:20]([NH:41][CH2:42][CH:43]([C:50]3[CH:55]=[CH:54][CH:53]=[CH:52][CH:51]=3)[C:44]3[CH:45]=[CH:46][CH:47]=[CH:48][CH:49]=3)[N:19]=2)=[O:17])[CH2:11][CH2:10]1, predict the reactants needed to synthesize it. The reactants are: [F:1][C:2]([F:7])([F:6])[C:3]([OH:5])=[O:4].[NH2:8][CH:9]1[CH2:14][CH2:13][CH:12]([NH:15][C:16]([C:18]2[N:26]=[C:25]3[C:21]([N:22]=[CH:23][N:24]3[C@@H:27]3[CH2:31][C@H:30]([N:32]4[CH:36]=[C:35]([CH2:37][OH:38])[CH:34]=[N:33]4)[C@@H:29]([OH:39])[C@H:28]3[OH:40])=[C:20]([NH:41][CH2:42][CH:43]([C:50]3[CH:55]=[CH:54][CH:53]=[CH:52][CH:51]=3)[C:44]3[CH:49]=[CH:48][CH:47]=[CH:46][CH:45]=3)[N:19]=2)=[O:17])[CH2:11][CH2:10]1.FC(F)(F)C(O)=O.C(NC(=O)NCCCNC(C1N=C2C(N=CN2[C@@H]2C[C@H](N3C=C(CO)C=N3)[C@@H](O)[C@H]2O)=C(NCC(C2C=CC=CC=2)C2C=CC=CC=2)N=1)=O)C.[CH3:113][N:114]([CH3:118])[C:115](Cl)=[O:116]. (6) Given the product [Br:16][C:13]1[CH:12]=[CH:11][C:10]([CH:8]2[N:7]([C:17]3[CH:22]=[CH:21][C:20]([F:23])=[CH:19][C:18]=3[F:24])[N:6]=[C:5]([C:3]([OH:4])=[O:2])[CH2:9]2)=[CH:15][CH:14]=1, predict the reactants needed to synthesize it. The reactants are: C[O:2][C:3]([C:5]1[CH2:9][CH:8]([C:10]2[CH:15]=[CH:14][C:13]([Br:16])=[CH:12][CH:11]=2)[N:7]([C:17]2[CH:22]=[CH:21][C:20]([F:23])=[CH:19][C:18]=2[F:24])[N:6]=1)=[O:4].[OH-].[K+].CO. (7) The reactants are: [OH:1][C:2]1[CH:3]=[C:4]([C:8](=[O:10])[CH3:9])[CH:5]=[CH:6][CH:7]=1.[CH2:11](I)[CH3:12].C(=O)([O-])[O-].[K+].[K+].O. Given the product [CH2:11]([O:1][C:2]1[CH:3]=[C:4]([C:8](=[O:10])[CH3:9])[CH:5]=[CH:6][CH:7]=1)[CH3:12], predict the reactants needed to synthesize it. (8) Given the product [CH3:19][Si:18]([CH3:21])([CH3:20])[CH2:17][CH2:16][O:15][CH2:14][N:11]1[CH:12]=[CH:13][C:9]([NH:8][C:6]2[N:7]=[C:2]([C:22]([O:23][CH3:27])=[O:25])[CH:3]=[N:4][CH:5]=2)=[N:10]1, predict the reactants needed to synthesize it. The reactants are: Cl[C:2]1[N:7]=[C:6]([NH:8][C:9]2[CH:13]=[CH:12][N:11]([CH2:14][O:15][CH2:16][CH2:17][Si:18]([CH3:21])([CH3:20])[CH3:19])[N:10]=2)[CH:5]=[N:4][CH:3]=1.[C:22](=[O:25])([O-])[OH:23].[Na+].[CH3:27]O.[C]=O. (9) Given the product [C:19]([C:21]1[CH:22]=[CH:23][C:24]([NH:27][C:28](=[O:36])[CH2:29][CH:30]([CH3:35])[CH2:31][C:32]([NH:18][C:9]2[CH:10]=[C:11]3[C:6](=[CH:7][CH:8]=2)[N:5]([CH2:1][CH:2]([CH3:4])[CH3:3])[C:17]2[CH2:16][CH2:15][CH2:14][CH2:13][C:12]3=2)=[O:33])=[CH:25][CH:26]=1)#[N:20], predict the reactants needed to synthesize it. The reactants are: [CH2:1]([N:5]1[C:17]2[CH2:16][CH2:15][CH2:14][CH2:13][C:12]=2[C:11]2[C:6]1=[CH:7][CH:8]=[C:9]([NH2:18])[CH:10]=2)[CH:2]([CH3:4])[CH3:3].[C:19]([C:21]1[CH:26]=[CH:25][C:24]([NH:27][C:28](=[O:36])[CH2:29][CH:30]([CH3:35])[CH2:31][C:32](O)=[O:33])=[CH:23][CH:22]=1)#[N:20].CCN(C(C)C)C(C)C.CN(C(ON1N=NC2C=CC=NC1=2)=[N+](C)C)C.F[P-](F)(F)(F)(F)F. (10) Given the product [CH:30]1([NH:35][C:2]2[N:11]=[C:10]([NH:12][CH2:13][C:14]3[CH:19]=[CH:18][C:17]([NH:20][C:21](=[O:29])[C:22]4[CH:23]=[CH:24][C:25]([F:28])=[CH:26][CH:27]=4)=[CH:16][CH:15]=3)[C:9]3[C:4](=[CH:5][CH:6]=[CH:7][CH:8]=3)[N:3]=2)[CH2:34][CH2:33][CH2:32][CH2:31]1, predict the reactants needed to synthesize it. The reactants are: Cl[C:2]1[N:11]=[C:10]([NH:12][CH2:13][C:14]2[CH:19]=[CH:18][C:17]([NH:20][C:21](=[O:29])[C:22]3[CH:27]=[CH:26][C:25]([F:28])=[CH:24][CH:23]=3)=[CH:16][CH:15]=2)[C:9]2[C:4](=[CH:5][CH:6]=[CH:7][CH:8]=2)[N:3]=1.[CH:30]1([NH2:35])[CH2:34][CH2:33][CH2:32][CH2:31]1.